The task is: Regression/Classification. Given a drug SMILES string, predict its absorption, distribution, metabolism, or excretion properties. Task type varies by dataset: regression for continuous measurements (e.g., permeability, clearance, half-life) or binary classification for categorical outcomes (e.g., BBB penetration, CYP inhibition). Dataset: b3db_classification.. This data is from Blood-brain barrier permeability classification from the B3DB database. (1) The molecule is CC[C@@H](C)[C@@H](CO)NC(=O)CCc1nnc(-c2ccccc2)o1. The result is 1 (penetrates BBB). (2) The drug is CCC1(C)C(=O)NC(=O)NC1=O. The result is 1 (penetrates BBB). (3) The result is 0 (does not penetrate BBB). The drug is CCOC(=O)[C@H](CCc1ccccc1)N[C@@H](C)C(=O)N1[C@H](C(=O)O)C[C@H]2CCCC[C@@H]21. (4) The compound is C[C@@H](O)[C@H]1C(=O)N2C(C(=O)O)=C(SC3CC[S+]([O-])C3)S[C@H]12. The result is 0 (does not penetrate BBB). (5) The drug is CCCC1OC1(CC)C(N)=O. The result is 1 (penetrates BBB). (6) The molecule is CCCCC(=O)O[C@]1(C(=O)CO)CCC2C3CCC4=CC(=O)CCC4(C)C3C(O)CC21C. The result is 1 (penetrates BBB). (7) The compound is CC12CCC(=O)C=C1CCC1C2C(O)CC2(C=O)C(C(=O)CO)CCC12. The result is 0 (does not penetrate BBB). (8) The drug is C[C@H]1CN(CCCn2c3ccccc3c3ccccc32)C[C@H](C)N1. The result is 1 (penetrates BBB). (9) The compound is CCN(CC)CCNC(=O)c1cc(S(C)(=O)=O)ccc1OC. The result is 1 (penetrates BBB). (10) The compound is CC(=O)OCC(=O)C1(OC(C)=O)C(C)CC2C3CC(F)C4=CC(=O)C=CC4(C)C3(F)C(O)CC21C. The result is 1 (penetrates BBB).